This data is from Forward reaction prediction with 1.9M reactions from USPTO patents (1976-2016). The task is: Predict the product of the given reaction. (1) Given the reactants Br[C:2]1[CH:7]=[CH:6][CH:5]=[CH:4][C:3]=1[S:8]([CH3:11])(=[O:10])=[O:9].[B:12]1([B:12]2[O:16][C:15]([CH3:18])([CH3:17])[C:14]([CH3:20])([CH3:19])[O:13]2)[O:16][C:15]([CH3:18])([CH3:17])[C:14]([CH3:20])([CH3:19])[O:13]1.C([O-])(=O)C.[K+], predict the reaction product. The product is: [CH3:19][C:14]1([CH3:20])[C:15]([CH3:18])([CH3:17])[O:16][B:12]([C:2]2[CH:7]=[CH:6][CH:5]=[CH:4][C:3]=2[S:8]([CH3:11])(=[O:10])=[O:9])[O:13]1. (2) Given the reactants CC1(C)C(C)(C)OB([C:9]2[CH:10]=[N:11][N:12]([CH:14]3[CH2:19][CH2:18][N:17]([C:20](=[O:22])[CH3:21])[CH2:16][CH2:15]3)[CH:13]=2)O1.[Cl:24][C:25]1[O:35][C:28]2=[C:29]([NH2:34])[N:30]=[CH:31][C:32](I)=[C:27]2[CH:26]=1.C(=O)([O-])[O-].[K+].[K+], predict the reaction product. The product is: [NH2:34][C:29]1[N:30]=[CH:31][C:32]([C:9]2[CH:10]=[N:11][N:12]([CH:14]3[CH2:15][CH2:16][N:17]([C:20](=[O:22])[CH3:21])[CH2:18][CH2:19]3)[CH:13]=2)=[C:27]2[CH:26]=[C:25]([Cl:24])[O:35][C:28]=12. (3) Given the reactants [CH2:1]([O:3][C:4](=[O:30])[CH2:5][O:6][C:7]1[CH:12]=[CH:11][C:10]([S:13][C:14]2[CH:19]=[C:18]([C:20]#[C:21][C:22]3[CH:27]=[CH:26][CH:25]=[CH:24][CH:23]=3)[CH:17]=[C:16]([OH:28])[CH:15]=2)=[CH:9][C:8]=1[CH3:29])[CH3:2].[N:31]1([CH2:37][CH2:38]O)[CH2:36][CH2:35][O:34][CH2:33][CH2:32]1.C(P(CCCC)CCCC)CCC.N(C(N1CCCCC1)=O)=NC(N1CCCCC1)=O, predict the reaction product. The product is: [CH2:1]([O:3][C:4](=[O:30])[CH2:5][O:6][C:7]1[CH:12]=[CH:11][C:10]([S:13][C:14]2[CH:19]=[C:18]([C:20]#[C:21][C:22]3[CH:27]=[CH:26][CH:25]=[CH:24][CH:23]=3)[CH:17]=[C:16]([O:28][CH2:38][CH2:37][N:31]3[CH2:36][CH2:35][O:34][CH2:33][CH2:32]3)[CH:15]=2)=[CH:9][C:8]=1[CH3:29])[CH3:2]. (4) Given the reactants [CH:1]1([NH:4][C:5](=[O:40])[C:6]2[CH:11]=[CH:10][C:9]([C:12]3[N:16]4[N:17]=[C:18]([CH:28]([C:30]5[CH:35]=[CH:34][CH:33]=[C:32]([F:36])[C:31]=5[O:37]C)[OH:29])[CH:19]=[C:20]([NH:21][CH2:22][CH2:23][C:24]([F:27])([F:26])[F:25])[C:15]4=[N:14][CH:13]=3)=[CH:8][C:7]=2[CH3:39])[CH2:3][CH2:2]1.C[S-].[Na+].Cl, predict the reaction product. The product is: [CH:1]1([NH:4][C:5](=[O:40])[C:6]2[CH:11]=[CH:10][C:9]([C:12]3[N:16]4[N:17]=[C:18]([CH:28]([C:30]5[CH:35]=[CH:34][CH:33]=[C:32]([F:36])[C:31]=5[OH:37])[OH:29])[CH:19]=[C:20]([NH:21][CH2:22][CH2:23][C:24]([F:27])([F:25])[F:26])[C:15]4=[N:14][CH:13]=3)=[CH:8][C:7]=2[CH3:39])[CH2:2][CH2:3]1. (5) Given the reactants [C:1]1(=[O:11])[NH:5][C:4](=[O:6])[C@H:3]2[CH2:7][CH:8]=[CH:9][CH2:10][C@@H:2]12.C(=O)([O-])[O-].[K+].[K+].[CH2:18](Cl)[C:19]1[CH:24]=[CH:23][CH:22]=[CH:21][CH:20]=1, predict the reaction product. The product is: [CH2:18]([N:5]1[C:1](=[O:11])[C@H:2]2[CH2:10][CH:9]=[CH:8][CH2:7][C@H:3]2[C:4]1=[O:6])[C:19]1[CH:24]=[CH:23][CH:22]=[CH:21][CH:20]=1.